Dataset: Reaction yield outcomes from USPTO patents with 853,638 reactions. Task: Predict the reaction yield, written as a fraction of the theoretical maximum amount of product (1.0 means a 100% yield; for example, 0.34 means a 34% yield). The yield is 0.890. The product is [Cl:28][C:29]1[N:34]=[C:33]([O:1][C:2]2[CH:27]=[CH:26][CH:25]=[CH:24][C:3]=2[CH2:4][NH:5][C:6]([NH:8][C:9]2[N:13]([C:14]3[CH:19]=[CH:18][C:17]([CH3:20])=[CH:16][CH:15]=3)[N:12]=[C:11]([CH:21]3[CH2:22][CH2:23]3)[CH:10]=2)=[O:7])[CH:32]=[CH:31][N:30]=1. The reactants are [OH:1][C:2]1[CH:27]=[CH:26][CH:25]=[CH:24][C:3]=1[CH2:4][NH:5][C:6]([NH:8][C:9]1[N:13]([C:14]2[CH:19]=[CH:18][C:17]([CH3:20])=[CH:16][CH:15]=2)[N:12]=[C:11]([CH:21]2[CH2:23][CH2:22]2)[CH:10]=1)=[O:7].[Cl:28][C:29]1[N:34]=[C:33](Cl)[CH:32]=[CH:31][N:30]=1.[OH-].[Na+]. The catalyst is CC(C)=O.